This data is from Forward reaction prediction with 1.9M reactions from USPTO patents (1976-2016). The task is: Predict the product of the given reaction. (1) Given the reactants [Br:1][CH:2]([CH3:17])[C:3]([C:5]1[C:6]([CH3:16])=[CH:7][C:8](C)=[C:9]([CH:14]=1)[C:10]([O:12][CH3:13])=[O:11])=[O:4].CC1C=CC(C(O)=O)=CC=1, predict the reaction product. The product is: [Br:1][CH:2]([CH3:17])[C:3]([C:5]1[CH:14]=[C:9]([CH:8]=[CH:7][C:6]=1[CH3:16])[C:10]([O:12][CH3:13])=[O:11])=[O:4]. (2) Given the reactants C1(CCN2C3C(=CC=CC=3)C(=O)C2=O)CC1.[C:17]1([CH:23]([C:35]2[CH:40]=[CH:39][CH:38]=[CH:37][CH:36]=2)[N:24]2[C:32]3[C:27](=[CH:28][CH:29]=[CH:30][CH:31]=3)[C:26](=[O:33])[C:25]2=[O:34])[CH:22]=[CH:21][CH:20]=[CH:19][CH:18]=1.O1C2C=CC(O)=CC=2OC1.[Br:51][C:52]1[CH:57]=[CH:56][C:55]([OH:58])=[CH:54][CH:53]=1, predict the reaction product. The product is: [Br:51][C:52]1[CH:53]=[CH:54][C:55]([OH:58])=[C:56]([C:26]2([OH:33])[C:27]3[C:32](=[CH:31][CH:30]=[CH:29][CH:28]=3)[N:24]([CH:23]([C:17]3[CH:18]=[CH:19][CH:20]=[CH:21][CH:22]=3)[C:35]3[CH:40]=[CH:39][CH:38]=[CH:37][CH:36]=3)[C:25]2=[O:34])[CH:57]=1. (3) Given the reactants [NH2:1][C:2]1[CH:3]=[C:4]2[C:8](=[CH:9][CH:10]=1)[N:7]([C:11]1[CH:12]=[C:13]3[C:17](=[CH:18][CH:19]=1)[NH:16][CH:15]=[CH:14]3)[N:6]=[CH:5]2.[OH:20][CH:21]1[CH2:26][CH2:25][N:24]([C:27]2[CH:35]=[CH:34][C:30]([C:31](O)=[O:32])=[CH:29][CH:28]=2)[CH2:23][CH2:22]1, predict the reaction product. The product is: [NH:16]1[C:17]2[C:13](=[CH:12][C:11]([N:7]3[C:8]4[C:4](=[CH:3][C:2]([NH:1][C:31](=[O:32])[C:30]5[CH:29]=[CH:28][C:27]([N:24]6[CH2:25][CH2:26][CH:21]([OH:20])[CH2:22][CH2:23]6)=[CH:35][CH:34]=5)=[CH:10][CH:9]=4)[CH:5]=[N:6]3)=[CH:19][CH:18]=2)[CH:14]=[CH:15]1. (4) Given the reactants F[C:2](F)(F)[C:3]1[CH:12]=[C:11]2[C:6]([CH:7]=[CH:8][CH:9]=[N:10]2)=[CH:5][CH:4]=1.[CH3:15][OH:16].[OH:17]S(O)(=O)=O.O=S(=O)=O, predict the reaction product. The product is: [CH3:15][O:16][C:2]([C:3]1[CH:12]=[C:11]2[C:6]([CH:7]=[CH:8][CH:9]=[N:10]2)=[CH:5][CH:4]=1)=[O:17]. (5) Given the reactants [CH3:1][O:2][CH2:3][CH2:4][O:5][C:6]1[CH:11]=[CH:10][C:9](/[CH:12]=[CH:13]/[C:14]2[C:22]3[C:17](=[CH:18][CH:19]=[CH:20][CH:21]=3)[NH:16][N:15]=2)=[C:8]([N+:23]([O-])=O)[CH:7]=1.[Sn].Cl.[OH-].[Na+], predict the reaction product. The product is: [NH:16]1[C:17]2[C:22](=[CH:21][CH:20]=[CH:19][CH:18]=2)[C:14](/[CH:13]=[CH:12]/[C:9]2[CH:10]=[CH:11][C:6]([O:5][CH2:4][CH2:3][O:2][CH3:1])=[CH:7][C:8]=2[NH2:23])=[N:15]1. (6) Given the reactants [C:1]([O:5][C:6](=[O:16])[CH:7]([CH2:11][S:12]([Cl:15])(=[O:14])=[O:13])[CH:8]([CH3:10])[CH3:9])([CH3:4])([CH3:3])[CH3:2].[C:17](OC(=O)C(C1CCCC1)CSC(=O)C)(C)(C)[CH3:18], predict the reaction product. The product is: [C:1]([O:5][C:6](=[O:16])[CH:7]([CH:8]1[CH2:9][CH2:18][CH2:17][CH2:10]1)[CH2:11][S:12]([Cl:15])(=[O:13])=[O:14])([CH3:3])([CH3:4])[CH3:2]. (7) Given the reactants [CH2:1]([NH2:8])[C:2]1[CH:7]=[CH:6][CH:5]=[CH:4][CH:3]=1.C([CH:11]([C:15](Cl)=[O:16])[C:12](Cl)=[O:13])C.C(N([CH2:23][CH3:24])CC)C.C(=O)(O)[O-:26].[Na+], predict the reaction product. The product is: [O:16]=[C:15]([NH:8][CH2:1][C:2]1[CH:7]=[CH:6][CH:5]=[CH:4][CH:3]=1)[CH2:11][C:12]([O:13][CH2:23][CH3:24])=[O:26]. (8) Given the reactants [Cl:1][C:2]1[CH:7]=[C:6]([N+:8]([O-:10])=[O:9])[CH:5]=[C:4]([Cl:11])[C:3]=1[CH2:12][C:13]([NH:15][C:16]1[CH:21]=[CH:20][N:19]=[CH:18][C:17]=1[CH:22]=O)=[O:14].C([O-])([O-])=O.[Na+].[Na+].C(OCC)(=O)C, predict the reaction product. The product is: [Cl:1][C:2]1[CH:7]=[C:6]([N+:8]([O-:10])=[O:9])[CH:5]=[C:4]([Cl:11])[C:3]=1[C:12]1[C:13](=[O:14])[NH:15][C:16]2[C:17]([CH:22]=1)=[CH:18][N:19]=[CH:20][CH:21]=2.